From a dataset of Full USPTO retrosynthesis dataset with 1.9M reactions from patents (1976-2016). Predict the reactants needed to synthesize the given product. Given the product [Cl:11][C:9]1[N:8]=[CH:7][NH:6][C:5]2=[N:4][CH:3]=[C:2]([C:27]#[N:28])[C:10]=12, predict the reactants needed to synthesize it. The reactants are: Br[C:2]1[C:10]2[C:9]([Cl:11])=[N:8][CH:7]=[N:6][C:5]=2[NH:4][CH:3]=1.C([Li])CCC.CC1C=CC(S([C:27]#[N:28])(=O)=O)=CC=1.